This data is from Full USPTO retrosynthesis dataset with 1.9M reactions from patents (1976-2016). The task is: Predict the reactants needed to synthesize the given product. (1) Given the product [F:31][C:2]([F:1])([F:32])[C:3]1[CH:4]=[C:5]([CH:24]=[C:25]([C:27]([F:30])([F:29])[F:28])[CH:26]=1)[C:6]([N:8]1[CH2:13][CH2:12][C@H:11]([N:47]2[CH2:48][CH2:49][N:44]([CH2:43][C:42]([NH:41][C:35]3[C:36]([CH3:40])=[CH:37][CH:38]=[CH:39][C:34]=3[CH3:33])=[O:50])[CH2:45][CH2:46]2)[CH2:10][C@@H:9]1[CH2:15][C:16]1[CH:17]=[C:18]([F:23])[CH:19]=[C:20]([F:22])[CH:21]=1)=[O:7], predict the reactants needed to synthesize it. The reactants are: [F:1][C:2]([F:32])([F:31])[C:3]1[CH:4]=[C:5]([CH:24]=[C:25]([C:27]([F:30])([F:29])[F:28])[CH:26]=1)[C:6]([N:8]1[CH2:13][CH2:12][C:11](=O)[CH2:10][CH:9]1[CH2:15][C:16]1[CH:21]=[C:20]([F:22])[CH:19]=[C:18]([F:23])[CH:17]=1)=[O:7].[CH3:33][C:34]1[CH:39]=[CH:38][CH:37]=[C:36]([CH3:40])[C:35]=1[NH:41][C:42](=[O:50])[CH2:43][N:44]1[CH2:49][CH2:48][NH:47][CH2:46][CH2:45]1.[BH4-].[Na+].C(O)C. (2) The reactants are: [F:1][C:2]1[CH:3]=[C:4]([N+:9]([O-:11])=[O:10])[CH:5]=[CH:6][C:7]=1F.C([O-])([O-])=O.[K+].[K+].[C:18]([CH2:20]C(OCC)=O)#[N:19]. Given the product [F:1][C:2]1[CH:3]=[C:4]([N+:9]([O-:11])=[O:10])[CH:5]=[CH:6][C:7]=1[CH2:20][C:18]#[N:19], predict the reactants needed to synthesize it. (3) Given the product [CH2:22]([N:19]1[CH2:18][CH2:17][N:16]([C:5]2[S:6][C:7]([NH:8][C:9](=[O:15])[CH:10]([CH2:11][CH3:12])[CH2:13][CH3:14])=[C:3]([C:1]#[N:2])[C:4]=2[CH3:29])[CH2:21][CH2:20]1)[C:38]1[CH:43]=[CH:42][CH:41]=[CH:40][CH:39]=1, predict the reactants needed to synthesize it. The reactants are: [C:1]([C:3]1[C:4]([CH3:29])=[C:5]([N:16]2[CH2:21][CH2:20][N:19]([C:22](OC(C)(C)C)=O)[CH2:18][CH2:17]2)[S:6][C:7]=1[NH:8][C:9](=[O:15])[CH:10]([CH2:13][CH3:14])[CH2:11][CH3:12])#[N:2].FC(F)(F)C(O)=O.C(=O)[C:38]1[CH:43]=[CH:42][CH:41]=[CH:40][CH:39]=1.C(O[BH-](OC(=O)C)OC(=O)C)(=O)C.[Na+]. (4) The reactants are: [CH3:1][C:2]1[NH:6][C:5]2[CH:7]=[CH:8][CH:9]=[C:10]([N+:11]([O-:13])=[O:12])[C:4]=2[N:3]=1.[CH2:14](N1C2C([N+]([O-])=O)=CC=CC=2N=C1)[CH3:15]. Given the product [CH2:14]([N:6]1[C:5]2[CH:7]=[CH:8][CH:9]=[C:10]([N+:11]([O-:13])=[O:12])[C:4]=2[N:3]=[C:2]1[CH3:1])[CH3:15], predict the reactants needed to synthesize it. (5) The reactants are: [NH2:1][CH2:2][C@@H:3]1[CH2:7][CH2:6][N:5]([C:8]2[C:17]3[C:12](=[CH:13][C:14]([CH3:18])=[CH:15][CH:16]=3)[N:11]=[C:10]([C:19]3[CH:24]=[CH:23][CH:22]=[CH:21][C:20]=3[OH:25])[N:9]=2)[CH2:4]1.C1COCC1.C(N(CC)CC)C.Cl[C:39]([O:41][CH2:42][CH:43]([CH3:45])[CH3:44])=[O:40]. Given the product [OH:25][C:20]1[CH:21]=[CH:22][CH:23]=[CH:24][C:19]=1[C:10]1[N:9]=[C:8]([N:5]2[CH2:6][CH2:7][C@@H:3]([CH2:2][NH:1][C:39](=[O:40])[O:41][CH2:42][CH:43]([CH3:45])[CH3:44])[CH2:4]2)[C:17]2[C:12](=[CH:13][C:14]([CH3:18])=[CH:15][CH:16]=2)[N:11]=1, predict the reactants needed to synthesize it. (6) Given the product [CH3:45][N:44]([CH3:46])[CH2:42][CH2:41][O:10][C:8]1[CH:7]=[CH:6][C:36]([CH2:37][CH2:32][CH2:31][NH:3][C:4]2[CH:9]=[C:8]([O:10][CH3:11])[C:7]([O:12][CH3:13])=[CH:6][C:5]=2[C@@H:14]2[CH2:23][CH2:22][C:21]3[CH:20]=[C:19]([OH:24])[CH:18]=[CH:17][C:16]=3[CH2:15]2)=[CH:35][CH:34]=1, predict the reactants needed to synthesize it. The reactants are: C([N:3]([C:31](=O)[C:32]1[CH:37]=[CH:36][C:35](O)=[CH:34]C=1)[C:4]1[CH:9]=[C:8]([O:10][CH3:11])[C:7]([O:12][CH3:13])=[CH:6][C:5]=1[C@@H:14]1[CH2:23][CH2:22][C:21]2[CH:20]=[C:19]([O:24]C(=O)C(C)(C)C)[CH:18]=[CH:17][C:16]=2[CH2:15]1)C.Cl[CH2:41][C:42]([N:44]([CH3:46])[CH3:45])=O. (7) Given the product [C:1]([C:3]1[CH:12]=[CH:11][C:6]([N:7]([CH2:14][CH3:15])[C:8](=[O:10])[CH3:9])=[CH:5][CH:4]=1)#[N:2], predict the reactants needed to synthesize it. The reactants are: [C:1]([C:3]1[CH:12]=[CH:11][C:6]([NH:7][C:8](=[O:10])[CH3:9])=[CH:5][CH:4]=1)#[N:2].I[CH2:14][CH3:15].[H-].[Na+]. (8) Given the product [CH3:1][C:2]1[CH:20]=[CH:19][CH:18]=[CH:17][C:3]=1[C:4]([NH:6][C:7]1[C:16]2[CH2:15][CH2:14][CH2:13][CH2:12][C:11]=2[CH:10]=[C:9]([S:22]([Cl:21])(=[O:24])=[O:23])[CH:8]=1)=[O:5], predict the reactants needed to synthesize it. The reactants are: [CH3:1][C:2]1[CH:20]=[CH:19][CH:18]=[CH:17][C:3]=1[C:4]([NH:6][C:7]1[C:16]2[CH2:15][CH2:14][CH2:13][CH2:12][C:11]=2[CH:10]=[CH:9][CH:8]=1)=[O:5].[Cl:21][S:22](O)(=[O:24])=[O:23]. (9) The reactants are: [CH3:1][N:2]1[CH2:7][CH:6]=[C:5](B2OC(C)(C)C(C)(C)O2)[CH2:4][CH2:3]1.Br[C:18]1[CH:23]=[C:22]([O:24][CH3:25])[C:21]([NH:26][C:27]2[N:32]=[C:31]([C:33]3[CH:34]=[N:35][N:36]4[CH2:41][CH2:40][CH2:39][CH2:38][C:37]=34)[CH:30]=[CH:29][N:28]=2)=[CH:20][C:19]=1[NH2:42].[O-]P([O-])([O-])=O.[K+].[K+].[K+]. Given the product [CH3:25][O:24][C:22]1[CH:23]=[C:18]([C:5]2[CH2:4][CH2:3][N:2]([CH3:1])[CH2:7][CH:6]=2)[C:19]([NH2:42])=[CH:20][C:21]=1[NH:26][C:27]1[N:32]=[C:31]([C:33]2[CH:34]=[N:35][N:36]3[CH2:41][CH2:40][CH2:39][CH2:38][C:37]=23)[CH:30]=[CH:29][N:28]=1, predict the reactants needed to synthesize it. (10) Given the product [CH:1]1([N:7]2[C:8]3=[N:9][CH:10]=[C:11]([C:12]([O:14][CH3:15])=[O:13])[CH:16]=[C:17]3[N:18]=[C:27]2[C:26]2[CH:32]=[CH:33][C:23]([OH:22])=[CH:24][CH:25]=2)[CH2:6][CH2:5][CH2:4][CH2:3][CH2:2]1, predict the reactants needed to synthesize it. The reactants are: [CH:1]1([NH:7][C:8]2[C:17]([N+:18]([O-])=O)=[CH:16][C:11]([C:12]([O:14][CH3:15])=[O:13])=[CH:10][N:9]=2)[CH2:6][CH2:5][CH2:4][CH2:3][CH2:2]1.Cl.[OH:22][C:23]1[CH:33]=[CH:32][C:26]([C:27](=N)OCC)=[CH:25][CH:24]=1.